This data is from Catalyst prediction with 721,799 reactions and 888 catalyst types from USPTO. The task is: Predict which catalyst facilitates the given reaction. Reactant: [NH2:1][C:2]1[N:3]([CH3:8])[N:4]=[CH:5][C:6]=1[Br:7].C(N(CC)CC)C.[C:16]1([C:25]2[CH:30]=[CH:29][CH:28]=[CH:27][CH:26]=2)[CH:21]=[CH:20][C:19]([C:22](Cl)=[O:23])=[CH:18][CH:17]=1. Product: [Br:7][C:6]1[CH:5]=[N:4][N:3]([CH3:8])[C:2]=1[NH:1][C:22]([C:19]1[CH:20]=[CH:21][C:16]([C:25]2[CH:26]=[CH:27][CH:28]=[CH:29][CH:30]=2)=[CH:17][CH:18]=1)=[O:23]. The catalyst class is: 4.